This data is from Peptide-MHC class I binding affinity with 185,985 pairs from IEDB/IMGT. The task is: Regression. Given a peptide amino acid sequence and an MHC pseudo amino acid sequence, predict their binding affinity value. This is MHC class I binding data. (1) The peptide sequence is IMANRAQVL. The MHC is HLA-B08:01 with pseudo-sequence HLA-B08:01. The binding affinity (normalized) is 0.463. (2) The peptide sequence is KLVALGINAV. The MHC is HLA-B54:01 with pseudo-sequence HLA-B54:01. The binding affinity (normalized) is 0.0885. (3) The MHC is Mamu-A01 with pseudo-sequence Mamu-A01. The binding affinity (normalized) is 0. The peptide sequence is SAPVSEKIDM. (4) The peptide sequence is RLRDLLLIVTR. The MHC is HLA-B53:01 with pseudo-sequence HLA-B53:01. The binding affinity (normalized) is 0.0566. (5) The peptide sequence is TVRPGNKGY. The MHC is HLA-A11:01 with pseudo-sequence HLA-A11:01. The binding affinity (normalized) is 0.0847. (6) The peptide sequence is TSTGNYNYK. The MHC is HLA-A68:01 with pseudo-sequence HLA-A68:01. The binding affinity (normalized) is 0.666. (7) The peptide sequence is EMKTDAATL. The MHC is HLA-E01:03 with pseudo-sequence HLA-E01:03. The binding affinity (normalized) is 0. (8) The peptide sequence is FLGSHSEPL. The MHC is HLA-B15:17 with pseudo-sequence HLA-B15:17. The binding affinity (normalized) is 0.0847. (9) The peptide sequence is DILSGIFSNPHP. The MHC is HLA-A02:01 with pseudo-sequence HLA-A02:01. The binding affinity (normalized) is 0.371.